Dataset: TCR-epitope binding with 47,182 pairs between 192 epitopes and 23,139 TCRs. Task: Binary Classification. Given a T-cell receptor sequence (or CDR3 region) and an epitope sequence, predict whether binding occurs between them. (1) The epitope is SSNVANYQK. The TCR CDR3 sequence is CASSESPERYNSPLHF. Result: 0 (the TCR does not bind to the epitope). (2) The epitope is QVPLRPMTYK. The TCR CDR3 sequence is CASSQDHGASYNEQFF. Result: 0 (the TCR does not bind to the epitope). (3) Result: 0 (the TCR does not bind to the epitope). The TCR CDR3 sequence is CASSYSWDRVLEQYF. The epitope is LLFGYPVYV. (4) The epitope is NYSGVVTTVMF. The TCR CDR3 sequence is CASASGGFDEQFF. Result: 0 (the TCR does not bind to the epitope). (5) The epitope is NLDSKVGGNY. The TCR CDR3 sequence is CASTRGSTHTHYF. Result: 0 (the TCR does not bind to the epitope). (6) The epitope is RTLNAWVKV. The TCR CDR3 sequence is CASHEGAGGYGELFF. Result: 0 (the TCR does not bind to the epitope).